Task: Predict the reactants needed to synthesize the given product.. Dataset: Full USPTO retrosynthesis dataset with 1.9M reactions from patents (1976-2016) (1) Given the product [CH3:26][C:25]1[CH:24]=[C:23]([CH2:8][CH2:7][C:6]([O:5][C:1]([CH3:4])([CH3:3])[CH3:2])=[O:9])[CH:23]=[CH:24][C:25]=1[CH3:26], predict the reactants needed to synthesize it. The reactants are: [C:1]([O:5][C:6](=[O:9])[CH:7]=[CH2:8])([CH3:4])([CH3:3])[CH3:2].[CH3:23][CH2:24][CH2:25][CH2:26][N+]([CH2:23][CH2:24][CH2:25][CH3:26])([CH2:23][CH2:24][CH2:25][CH3:26])[CH2:23][CH2:24][CH2:25][CH3:26].[F-].O. (2) The reactants are: [O:1]1[CH2:5][CH2:4][CH2:3][CH:2]1[CH2:6][NH2:7].C(N(CC)CC)C.[I:15][C:16]1[CH:21]=[CH:20][C:19]([S:22](Cl)(=[O:24])=[O:23])=[CH:18][CH:17]=1. Given the product [I:15][C:16]1[CH:21]=[CH:20][C:19]([S:22]([NH:7][CH2:6][CH:2]2[CH2:3][CH2:4][CH2:5][O:1]2)(=[O:24])=[O:23])=[CH:18][CH:17]=1, predict the reactants needed to synthesize it. (3) Given the product [CH:1]1([N:6]2[C:14]3[CH:13]=[C:12]([CH:15]([CH3:16])[CH3:17])[CH:11]=[C:10]([C:18]([NH:20][CH2:21][C:22]4[C:23](=[O:30])[NH:24][C:25]([CH3:29])=[CH:26][C:27]=4[CH3:28])=[O:19])[C:9]=3[CH:8]=[N:7]2)[CH2:2][CH2:3][CH2:4][CH2:5]1, predict the reactants needed to synthesize it. The reactants are: [CH:1]1([N:6]2[C:14]3[CH:13]=[C:12]([C:15]([CH3:17])=[CH2:16])[CH:11]=[C:10]([C:18]([NH:20][CH2:21][C:22]4[C:23](=[O:30])[NH:24][C:25]([CH3:29])=[CH:26][C:27]=4[CH3:28])=[O:19])[C:9]=3[CH:8]=[N:7]2)[CH2:5][CH2:4][CH2:3][CH2:2]1.